This data is from Reaction yield outcomes from USPTO patents with 853,638 reactions. The task is: Predict the reaction yield, written as a fraction of the theoretical maximum amount of product (1.0 means a 100% yield; for example, 0.34 means a 34% yield). (1) The reactants are [NH2:1][C:2]1[CH:3]=[C:4]2[C:9](=[CH:10][CH:11]=1)[N:8]=[CH:7][C:6]([C:12]#[N:13])=[C:5]2[NH:14][CH:15]1[CH2:21][CH2:20][CH2:19][CH2:18][CH2:17][CH2:16]1.[N:22]1[CH:27]=[CH:26][CH:25]=[C:24]([CH:28]=O)[CH:23]=1.[BH3-]C#N.[Na+]. The catalyst is CCO. The product is [CH:15]1([NH:14][C:5]2[C:4]3[C:9](=[CH:10][CH:11]=[C:2]([NH:1][CH2:28][C:24]4[CH:23]=[N:22][CH:27]=[CH:26][CH:25]=4)[CH:3]=3)[N:8]=[CH:7][C:6]=2[C:12]#[N:13])[CH2:16][CH2:17][CH2:18][CH2:19][CH2:20][CH2:21]1. The yield is 0.700. (2) The reactants are Cl[C:2]1[C:11]2[C:6](=[CH:7][C:8]([O:19][CH3:20])=[C:9]([C:12]([O:14][C:15]([CH3:18])([CH3:17])[CH3:16])=[O:13])[CH:10]=2)[N:5]=[CH:4][CH:3]=1.C(N(C(C)C)CC)(C)C.[F:30][C:31]1[CH:36]=[C:35]([N+:37]([O-:39])=[O:38])[CH:34]=[CH:33][C:32]=1[OH:40]. The catalyst is CN1CCCC1=O. The product is [F:30][C:31]1[CH:36]=[C:35]([N+:37]([O-:39])=[O:38])[CH:34]=[CH:33][C:32]=1[O:40][C:2]1[C:11]2[C:6](=[CH:7][C:8]([O:19][CH3:20])=[C:9]([C:12]([O:14][C:15]([CH3:18])([CH3:17])[CH3:16])=[O:13])[CH:10]=2)[N:5]=[CH:4][CH:3]=1. The yield is 0.930.